Dataset: Forward reaction prediction with 1.9M reactions from USPTO patents (1976-2016). Task: Predict the product of the given reaction. Given the reactants [C:1]([O:5][C:6]([N:8]1[CH2:13][CH2:12][N:11]([C:14]([C:16]2[C:24]3[C:19](=[CH:20][N:21]=[CH:22][CH:23]=3)[N:18]([C:25]3[CH:30]=[CH:29][CH:28]=[CH:27][CH:26]=3)[C:17]=2Cl)=[O:15])[CH2:10][CH2:9]1)=[O:7])([CH3:4])([CH3:3])[CH3:2].[F:32][C:33]1[CH:34]=[CH:35][C:36]([CH3:40])=[C:37]([OH:39])[CH:38]=1, predict the reaction product. The product is: [C:1]([O:5][C:6]([N:8]1[CH2:13][CH2:12][N:11]([C:14]([C:16]2[C:24]3[C:19](=[CH:20][N:21]=[CH:22][CH:23]=3)[N:18]([C:25]3[CH:30]=[CH:29][CH:28]=[CH:27][CH:26]=3)[C:17]=2[O:39][C:37]2[CH:38]=[C:33]([F:32])[CH:34]=[CH:35][C:36]=2[CH3:40])=[O:15])[CH2:10][CH2:9]1)=[O:7])([CH3:4])([CH3:3])[CH3:2].